Dataset: Reaction yield outcomes from USPTO patents with 853,638 reactions. Task: Predict the reaction yield, written as a fraction of the theoretical maximum amount of product (1.0 means a 100% yield; for example, 0.34 means a 34% yield). (1) The yield is 0.800. The reactants are [NH2:1][C:2]1[N:7]=[CH:6][N:5]=[C:4]2[N:8]([CH2:12][C@H:13]3[CH2:17][CH2:16][CH2:15][N:14]3[C:18]([O:20][C:21]([CH3:24])([CH3:23])[CH3:22])=[O:19])[N:9]=[C:10](I)[C:3]=12.[F:25][C:26]1[CH:31]=[C:30]([O:32][C:33]2[CH:38]=[CH:37][CH:36]=[CH:35][CH:34]=2)[CH:29]=[CH:28][C:27]=1B(O)O.O1CCOCC1.C(=O)([O-])[O-].[Na+].[Na+]. The product is [NH2:1][C:2]1[N:7]=[CH:6][N:5]=[C:4]2[N:8]([CH2:12][C@H:13]3[CH2:17][CH2:16][CH2:15][N:14]3[C:18]([O:20][C:21]([CH3:24])([CH3:23])[CH3:22])=[O:19])[N:9]=[C:10]([C:27]3[CH:28]=[CH:29][C:30]([O:32][C:33]4[CH:38]=[CH:37][CH:36]=[CH:35][CH:34]=4)=[CH:31][C:26]=3[F:25])[C:3]=12. The catalyst is [Pd].C1(P(C2C=CC=CC=2)C2C=CC=CC=2)C=CC=CC=1.C1(P(C2C=CC=CC=2)C2C=CC=CC=2)C=CC=CC=1.C1(P(C2C=CC=CC=2)C2C=CC=CC=2)C=CC=CC=1.C1(P(C2C=CC=CC=2)C2C=CC=CC=2)C=CC=CC=1.O. (2) The reactants are Br[C:2]1[N:7]=[C:6]([C:8]2[N:12]([CH:13]3[CH2:18][CH2:17][O:16][CH2:15][CH2:14]3)[C:11]([CH3:19])=[N:10][CH:9]=2)[C:5]([F:20])=[CH:4][N:3]=1.Cl.[O:22]1[CH2:27][CH2:26][CH:25]([NH2:28])[CH2:24][CH2:23]1. No catalyst specified. The yield is 0.590. The product is [F:20][C:5]1[C:6]([C:8]2[N:12]([CH:13]3[CH2:18][CH2:17][O:16][CH2:15][CH2:14]3)[C:11]([CH3:19])=[N:10][CH:9]=2)=[N:7][C:2]([NH:28][CH:25]2[CH2:26][CH2:27][O:22][CH2:23][CH2:24]2)=[N:3][CH:4]=1. (3) The reactants are [N+:1]([C:4]1[CH:5]=[C:6]2[C:10](=[CH:11][CH:12]=1)[NH:9][CH:8]=[C:7]2[C:13]1[CH2:22][CH2:21][C:16]2(OCC[O:17]2)[CH2:15][CH:14]=1)([O-:3])=[O:2].Cl. The catalyst is CC(C)=O. The product is [N+:1]([C:4]1[CH:5]=[C:6]2[C:10](=[CH:11][CH:12]=1)[NH:9][CH:8]=[C:7]2[C:13]1[CH2:22][CH2:21][C:16](=[O:17])[CH2:15][CH:14]=1)([O-:3])=[O:2]. The yield is 0.880. (4) The reactants are [C:1]([OH:6])(=[O:5])[CH:2]([CH3:4])[OH:3].[C:7]([O-])(=O)C(C)O.[NH4+].C(O)(=O)C=C.P([O-])([O-])([O-])=O.[Al+3].C(=O)C.C(O)(=O)CC.C(=O)=O.C(OC)(=O)C(C)O. No catalyst specified. The product is [C:1]([OH:6])(=[O:5])[CH:2]=[CH2:4].[C:1]([O:6][CH3:7])(=[O:5])[CH:2]=[CH2:4].[CH:2](=[O:3])[CH3:1]. The yield is 0.680. (5) The reactants are [CH2:1]([O:3][C:4]1[CH:9]=[C:8]([CH2:10][C:11]2[CH:16]=[CH:15][CH:14]=[CH:13][N:12]=2)[CH:7]=[CH:6][C:5]=1[OH:17])[CH3:2].[H-].[Na+].C1C=CC(N([S:27]([C:30]([F:33])([F:32])[F:31])(=[O:29])=[O:28])[S:27]([C:30]([F:33])([F:32])[F:31])(=[O:29])=[O:28])=CC=1.[Cl-].[NH4+]. The catalyst is O1CCCC1. The product is [F:31][C:30]([F:33])([F:32])[S:27]([O:17][C:5]1[CH:6]=[CH:7][C:8]([CH2:10][C:11]2[CH:16]=[CH:15][CH:14]=[CH:13][N:12]=2)=[CH:9][C:4]=1[O:3][CH2:1][CH3:2])(=[O:29])=[O:28]. The yield is 0.950. (6) The reactants are [Cl:1][C:2]1[C:7](Cl)=[CH:6][C:5]([O:9][CH2:10][CH:11]([O:15][CH2:16][CH3:17])[O:12][CH2:13][CH3:14])=[CH:4][N:3]=1.C[C:19]([CH3:22])([O-])C.[K+].[CH3:24][N:25](C)[C:26](=[O:28])[CH3:27].[CH3:30][N:31]1[CH:35]=[CH:34][C:33]([NH:36][C:37]2[C:46]3[C:41](=[CH:42][CH:43]=[C:44]([OH:47])[CH:45]=3)[N:40]=[CH:39][N:38]=2)=[N:32]1.C(Cl)(Cl)[Cl:49]. The catalyst is O. The product is [Cl:49][C:27]1[C:26]([O:28][C:44]2[CH:45]=[C:46]3[C:41](=[CH:42][CH:43]=2)[N:40]=[CH:39][N:38]=[C:37]3[NH:36][C:33]2[CH:34]=[CH:35][N:31]([CH3:30])[N:32]=2)=[N:25][CH:24]=[C:19]([CH2:10][CH:11]([O:12][CH2:13][CH3:14])[O:15][CH2:16][CH3:17])[CH:22]=1.[Cl:1][C:2]1[C:7]([O:47][C:44]2[CH:45]=[C:46]3[C:41](=[CH:42][CH:43]=2)[N:40]=[CH:39][N:38]=[C:37]3[NH:36][C:33]2[CH:34]=[CH:35][N:31]([CH3:30])[N:32]=2)=[CH:6][C:5]([O:9][CH2:10][CH:11]([O:15][CH2:16][CH3:17])[O:12][CH2:13][CH3:14])=[CH:4][N:3]=1. The yield is 0.450.